This data is from Full USPTO retrosynthesis dataset with 1.9M reactions from patents (1976-2016). The task is: Predict the reactants needed to synthesize the given product. (1) Given the product [NH2:1][C:2]1[N:7]=[CH:6][N:5]=[C:4]([NH:8][C@H:9]([C:11]2[N:16]([C:17]3[CH:22]=[CH:21][CH:20]=[CH:19][CH:18]=3)[C:15](=[O:23])[C:14]3=[C:24]([CH3:27])[CH:25]=[CH:26][N:13]3[N:12]=2)[CH3:10])[C:3]=1[CH2:34][C:33]1[CH:44]=[CH:45][CH:46]=[C:31]([O:30][CH3:29])[CH:32]=1, predict the reactants needed to synthesize it. The reactants are: [NH2:1][C:2]1[N:7]=[CH:6][N:5]=[C:4]([NH:8][C@H:9]([C:11]2[N:16]([C:17]3[CH:22]=[CH:21][CH:20]=[CH:19][CH:18]=3)[C:15](=[O:23])[C:14]3=[C:24]([CH3:27])[CH:25]=[CH:26][N:13]3[N:12]=2)[CH3:10])[C:3]=1Br.[CH3:29][O:30][C:31]1[CH:32]=[C:33]([CH:44]=[CH:45][CH:46]=1)[CH2:34]B1OC(C)(C)C(C)(C)O1.C(=O)([O-])[O-].[Na+].[Na+]. (2) Given the product [NH2:34][C:17]1[N:16]=[C:15]([C@:12]2([CH3:14])[CH2:11][O:10][C@@:9]([CH3:26])([C:22]([F:25])([F:24])[F:23])[C:8]([NH2:7])=[N:13]2)[CH:20]=[CH:19][CH:18]=1, predict the reactants needed to synthesize it. The reactants are: C(OC(=O)[NH:7][C:8]1[C@:9]([CH3:26])([C:22]([F:25])([F:24])[F:23])[O:10][CH2:11][C@:12]([C:15]2[CH:20]=[CH:19][CH:18]=[C:17](Br)[N:16]=2)([CH3:14])[N:13]=1)(C)(C)C.C([O-])([O-])=O.[K+].[K+].[NH3:34]. (3) Given the product [OH:3][CH:2]([CH3:4])[C:1]([O:6][CH2:17][CH2:16][CH2:15][CH2:14][CH2:13][CH2:12][CH2:11][CH2:10][CH2:9][CH2:8][CH3:7])=[O:5], predict the reactants needed to synthesize it. The reactants are: [C:1]([OH:6])(=[O:5])[CH:2]([CH3:4])[OH:3].[CH2:7](O)[CH2:8][CH2:9][CH2:10][CH2:11][CH2:12][CH2:13][CH2:14][CH2:15][CH2:16][CH3:17].CS(O)(=O)=O. (4) Given the product [CH:21]([O:12][C:9]1[CH:10]=[C:11]2[C:6](=[CH:7][CH:8]=1)[N:5]=[CH:4][N:3]=[C:2]2[NH:13][C:14]1[CH:19]=[N:18][CH:17]=[CH:16][N:15]=1)([CH3:22])[CH3:20], predict the reactants needed to synthesize it. The reactants are: Cl[C:2]1[C:11]2[C:6](=[CH:7][CH:8]=[C:9]([OH:12])[CH:10]=2)[N:5]=[CH:4][N:3]=1.[NH2:13][C:14]1[CH:19]=[N:18][CH:17]=[CH:16][N:15]=1.[CH3:20][CH:21](O)[CH3:22]. (5) Given the product [CH:1]([N:4]1[C:8]([C:9]2[N:18]=[C:17]3[N:11]([CH2:12][CH2:13][O:14][C:15]4[CH:22]=[C:21]([OH:23])[N:20]=[CH:19][C:16]=43)[CH:10]=2)=[N:7][CH:6]=[N:5]1)([CH3:3])[CH3:2], predict the reactants needed to synthesize it. The reactants are: [CH:1]([N:4]1[C:8]([C:9]2[N:18]=[C:17]3[N:11]([CH2:12][CH2:13][O:14][C:15]4[CH:22]=[C:21]([O:23]C)[N:20]=[CH:19][C:16]=43)[CH:10]=2)=[N:7][CH:6]=[N:5]1)([CH3:3])[CH3:2].Br. (6) Given the product [N:14]1([CH2:13][CH2:12][O:11][C:8]2[CH:7]=[CH:6][C:5]([CH2:4][OH:3])=[CH:10][CH:9]=2)[CH2:20][CH2:19][CH2:18][CH2:17][CH2:16][CH2:15]1, predict the reactants needed to synthesize it. The reactants are: C([O:3][C:4](=O)[C:5]1[CH:10]=[CH:9][C:8]([O:11][CH2:12][CH2:13][N:14]2[CH2:20][CH2:19][CH2:18][CH2:17][CH2:16][CH2:15]2)=[CH:7][CH:6]=1)C.[H-].[Al+3].[Li+].[H-].[H-].[H-].N. (7) Given the product [N:36](=[C:29](/[C:21]1[O:22][C:23]2=[CH:24][N:25]=[CH:26][CH:27]=[C:28]2[C:20]=1[NH:19][C:13]1[CH:14]=[C:15]2[C:10](=[CH:11][CH:12]=1)[C:9]([OH:8])=[CH:18][CH:17]=[CH:16]2)\[CH2:30][CH2:31][CH2:32][O:33][CH3:34])\[NH2:37], predict the reactants needed to synthesize it. The reactants are: [Si]([O:8][C:9]1[CH:18]=[CH:17][CH:16]=[C:15]2[C:10]=1[CH:11]=[CH:12][C:13]([NH:19][C:20]1[C:28]3[C:23](=[CH:24][N:25]=[CH:26][CH:27]=3)[O:22][C:21]=1[C:29](=O)[CH2:30][CH2:31][CH2:32][O:33][CH3:34])=[CH:14]2)(C(C)(C)C)(C)C.[NH2:36][NH2:37].O. (8) Given the product [CH3:56][CH2:55][N:42]1[C:41](=[CH:40][C:39]2[C:73](=[O:74])[C:37](=[CH:36][C:35]3[C:34]([CH3:33])([CH3:76])[C:95]4[C:94](=[CH:99][CH:98]=[CH:97][CH:96]=4)[N+:27]=3[CH2:26][CH3:25])[C:38]=2[O-:75])[C:49]([CH3:50])([CH3:51])[C:48]2[CH:47]=[C:46]([C:104]([OH:103])=[O:4])[CH:45]=[CH:44][C:43]1=2, predict the reactants needed to synthesize it. The reactants are: [I-].C[S+](C)(C)=[O:4].[H-].[Na+].CCCCCCCCCCCCCCCC[CH2:25][CH2:26][N:27]1[C:35](=[CH:36][C:37]2[C:73](=[O:74])[C:39](=[CH:40][C:41]3[C:49]([CH3:51])([CH3:50])[C:48]4[C:43](=[CH:44][CH:45]=[CH:46][C:47]=4C(O)=O)[N+:42]=3[CH2:55][CH2:56]CCCCCCCCCCCCCCCC)[C:38]=2[O-:75])[C:34](C)([CH3:76])[C:33]2C1=CC=CC=2C(O)=O.[CH:94]1[CH:99]=[CH:98][C:97](P([C:94]2[CH:99]=[CH:98][CH:97]=[CH:96][CH:95]=2)[C:94]2[CH:99]=[CH:98][CH:97]=[CH:96][CH:95]=2)=[CH:96][CH:95]=1.C1[CH2:104][O:103]CC1.